From a dataset of Reaction yield outcomes from USPTO patents with 853,638 reactions. Predict the reaction yield, written as a fraction of the theoretical maximum amount of product (1.0 means a 100% yield; for example, 0.34 means a 34% yield). The reactants are [CH2:1]([CH:3]([CH2:34][CH3:35])[CH:4]([NH:16][C:17]1[CH:22]=[CH:21][C:20]([C:23]([N:25]([CH3:33])[CH2:26][CH2:27][C:28]([O:30]CC)=[O:29])=[O:24])=[CH:19][CH:18]=1)[C:5]1[O:6][C:7]2[CH:14]=[CH:13][C:12]([F:15])=[CH:11][C:8]=2[C:9]=1[CH3:10])[CH3:2].C(O)C.[OH-].[Na+]. The catalyst is O1CCCC1. The product is [CH2:34]([CH:3]([CH2:1][CH3:2])[CH:4]([NH:16][C:17]1[CH:22]=[CH:21][C:20]([C:23]([N:25]([CH3:33])[CH2:26][CH2:27][C:28]([OH:30])=[O:29])=[O:24])=[CH:19][CH:18]=1)[C:5]1[O:6][C:7]2[CH:14]=[CH:13][C:12]([F:15])=[CH:11][C:8]=2[C:9]=1[CH3:10])[CH3:35]. The yield is 0.700.